The task is: Predict the reactants needed to synthesize the given product.. This data is from Full USPTO retrosynthesis dataset with 1.9M reactions from patents (1976-2016). (1) Given the product [C:18]([N:15]1[CH2:16][CH2:17][C:11]2[C:10]([N:21]3[CH2:26][CH2:25][O:24][CH2:23][C@@H:22]3[CH3:27])=[N:9][C:8]([C:5]3[CH:4]=[CH:3][C:2]([NH:1][C:33]([NH:48][CH2:47][C:46]([F:50])([F:49])[F:45])=[O:28])=[CH:7][CH:6]=3)=[N:13][C:12]=2[CH2:14]1)(=[O:20])[CH3:19], predict the reactants needed to synthesize it. The reactants are: [NH2:1][C:2]1[CH:7]=[CH:6][C:5]([C:8]2[N:9]=[C:10]([N:21]3[CH2:26][CH2:25][O:24][CH2:23][C@@H:22]3[CH3:27])[C:11]3[CH2:17][CH2:16][N:15]([C:18](=[O:20])[CH3:19])[CH2:14][C:12]=3[N:13]=2)=[CH:4][CH:3]=1.[O:28]1[CH2:33]COCC1.C(N(CC)CC)C.C(Cl)(Cl)=O.[F:45][C:46]([F:50])([F:49])[CH2:47][NH2:48]. (2) The reactants are: Cl.Cl.[NH2:3][CH2:4][CH2:5][CH2:6][CH2:7][CH2:8][CH2:9][CH2:10][CH2:11][CH2:12][N:13]1[CH2:18][CH2:17][CH:16]([N:19]([C:23]2[CH:28]=[CH:27][CH:26]=[CH:25][C:24]=2[Br:29])[C:20](=[O:22])[OH:21])[CH2:15][CH2:14]1.[CH2:30]([O:37][C:38]1[CH:43]=[CH:42][C:41]([C@@H:44]([O:47][Si:48]([C:51]([CH3:54])([CH3:53])[CH3:52])([CH3:50])[CH3:49])[CH2:45]Br)=[CH:40][C:39]=1[NH:55][S:56]([CH3:59])(=[O:58])=[O:57])[C:31]1[CH:36]=[CH:35][CH:34]=[CH:33][CH:32]=1.C(=O)([O-])O.[Na+].C(OCC)(=O)C. Given the product [NH3:3].[CH2:30]([O:37][C:38]1[CH:43]=[CH:42][C:41]([C@@H:44]([O:47][Si:48]([C:51]([CH3:52])([CH3:54])[CH3:53])([CH3:50])[CH3:49])[CH2:45][NH:3][CH2:4][CH2:5][CH2:6][CH2:7][CH2:8][CH2:9][CH2:10][CH2:11][CH2:12][N:13]2[CH2:14][CH2:15][CH:16]([N:19]([C:23]3[CH:28]=[CH:27][CH:26]=[CH:25][C:24]=3[Br:29])[C:20](=[O:21])[O-:22])[CH2:17][CH2:18]2)=[CH:40][C:39]=1[NH:55][S:56]([CH3:59])(=[O:57])=[O:58])[C:31]1[CH:36]=[CH:35][CH:34]=[CH:33][CH:32]=1, predict the reactants needed to synthesize it. (3) Given the product [CH2:74]([N:73]([CH3:72])[C:36]([C@@H:9]1[CH2:10][C@H:11]([O:13][C:14]2[C:23]3[C:18](=[C:19]([CH3:26])[C:20]([O:24][CH3:25])=[CH:21][CH:22]=3)[N:17]=[C:16]([C:27]3[S:28][CH:29]=[C:30]([C:32]([F:35])([F:34])[F:33])[N:31]=3)[CH:15]=2)[CH2:12][N:8]1[C:6]([O:5][C:1]([CH3:4])([CH3:2])[CH3:3])=[O:7])=[O:37])[CH2:75][CH2:76][CH2:77][CH:78]=[CH2:79], predict the reactants needed to synthesize it. The reactants are: [C:1]([O:5][C:6]([N:8]1[CH2:12][C@@H:11]([O:13][C:14]2[C:23]3[C:18](=[C:19]([CH3:26])[C:20]([O:24][CH3:25])=[CH:21][CH:22]=3)[N:17]=[C:16]([C:27]3[S:28][CH:29]=[C:30]([C:32]([F:35])([F:34])[F:33])[N:31]=3)[CH:15]=2)[CH2:10][C@H:9]1[C:36](O)=[O:37])=[O:7])([CH3:4])([CH3:3])[CH3:2].F[B-](F)(F)F.N1(OC(N(C)C)=[N+](C)C)C2C=CC=CC=2N=N1.S(C1C=CC(C)=CC=1)(O)(=O)=O.[CH3:72][NH:73][CH2:74][CH2:75][CH2:76][CH2:77][CH:78]=[CH:79]C.C(N(C(C)C)CC)(C)C. (4) Given the product [F:1][C:2]1[CH:7]=[C:6]([I:8])[CH:5]=[CH:4][C:3]=1[NH:9][C:10]1[C:11]([C:15]([N:35]2[CH2:36][C:33]([CH2:32][OH:31])([OH:37])[CH2:34]2)=[O:17])=[CH:12][S:13][CH:14]=1, predict the reactants needed to synthesize it. The reactants are: [F:1][C:2]1[CH:7]=[C:6]([I:8])[CH:5]=[CH:4][C:3]=1[NH:9][C:10]1[C:11]([C:15]([OH:17])=O)=[CH:12][S:13][CH:14]=1.Cl.CN(C)CCCN=C=NCC.Cl.[OH:31][CH2:32][C:33]1([OH:37])[CH2:36][NH:35][CH2:34]1. (5) Given the product [Br:13][C:6]1[CH:7]=[CH:8][C:3]([O:2][CH3:1])=[CH:4][C:5]=1[CH2:9][C:10]([OH:12])=[O:11], predict the reactants needed to synthesize it. The reactants are: [CH3:1][O:2][C:3]1[CH:4]=[C:5]([CH2:9][C:10]([OH:12])=[O:11])[CH:6]=[CH:7][CH:8]=1.[Br:13]Br. (6) Given the product [ClH:1].[CH3:2][O:3][C@@H:4]1[CH2:9][C@H:8]([NH2:10])[CH2:7][C:6]([CH3:12])([CH3:11])[CH2:5]1, predict the reactants needed to synthesize it. The reactants are: [ClH:1].[CH3:2][O:3][C@H:4]1[CH2:9][C@H:8]([NH2:10])[CH2:7][C:6]([CH3:12])([CH3:11])[CH2:5]1.C(OC(=O)N[C@H]1C[C@@H](O)CC(C)(C)C1)(C)(C)C. (7) Given the product [Cl:11][C:4]1[N:3]=[C:2]([NH:22][CH2:19][CH:20]=[CH2:21])[C:7]([N+:8]([O-:10])=[O:9])=[CH:6][CH:5]=1, predict the reactants needed to synthesize it. The reactants are: Cl[C:2]1[C:7]([N+:8]([O-:10])=[O:9])=[CH:6][CH:5]=[C:4]([Cl:11])[N:3]=1.C(N(CC)CC)C.[CH2:19]([NH2:22])[CH:20]=[CH2:21]. (8) Given the product [Cl:1][C:2]1[CH:7]=[CH:6][N:5]=[C:4]2[CH:8]=[C:9]([C:17]3[CH:24]=[CH:23][C:20]([CH:21]=[O:22])=[CH:19][N:18]=3)[S:10][C:3]=12, predict the reactants needed to synthesize it. The reactants are: [Cl:1][C:2]1[CH:7]=[CH:6][N:5]=[C:4]2[CH:8]=[CH:9][S:10][C:3]=12.[Li]CCCC.Br[C:17]1[CH:24]=[CH:23][C:20]([CH:21]=[O:22])=[CH:19][N:18]=1. (9) Given the product [CH3:1][N:2]([CH3:21])[N:3]1[C:13]2[C:12](=[CH:17][C:16]([I:18])=[CH:15][CH:14]=2)[C:11](=[O:20])[C:5]([C:6]([O:8][CH2:9][CH3:10])=[O:7])=[CH:4]1, predict the reactants needed to synthesize it. The reactants are: [CH3:1][N:2]([CH3:21])[NH:3][CH:4]=[C:5]([C:11](=[O:20])[C:12]1[CH:17]=[C:16]([I:18])[CH:15]=[CH:14][C:13]=1F)[C:6]([O:8][CH2:9][CH3:10])=[O:7].C(=O)([O-])[O-].[K+].[K+].O.